From a dataset of Full USPTO retrosynthesis dataset with 1.9M reactions from patents (1976-2016). Predict the reactants needed to synthesize the given product. (1) Given the product [Cl:1][C:2]1[CH:7]=[CH:6][C:5]([C:8]2[C:9]3[C:22]([CH3:23])=[C:21]([CH3:24])[S:20][C:10]=3[N:11]3[C:30](=[O:31])[NH:19][N:18]=[C:12]3[C@@:13]3([CH2:16][C@H:15]3[CH3:17])[N:14]=2)=[CH:4][CH:3]=1, predict the reactants needed to synthesize it. The reactants are: [Cl:1][C:2]1[CH:7]=[CH:6][C:5]([C:8]2[C:9]3[C:22]([CH3:23])=[C:21]([CH3:24])[S:20][C:10]=3[NH:11][C:12](=[N:18][NH2:19])[C@@:13]3([CH2:16][C@H:15]3[CH3:17])[N:14]=2)=[CH:4][CH:3]=1.C1N=CN([C:30](N2C=NC=C2)=[O:31])C=1. (2) Given the product [F:8][C:3]1[C:2]([C:17]2[CH2:22][CH2:21][N:20]([C:23](=[O:25])[CH3:24])[CH2:19][CH:18]=2)=[CH:7][CH:6]=[CH:5][N:4]=1, predict the reactants needed to synthesize it. The reactants are: Br[C:2]1[C:3]([F:8])=[N:4][CH:5]=[CH:6][CH:7]=1.CC1(C)C(C)(C)OB([C:17]2[CH2:22][CH2:21][N:20]([C:23](=[O:25])[CH3:24])[CH2:19][CH:18]=2)O1.C(=O)([O-])[O-].[Na+].[Na+]. (3) Given the product [CH3:1][O:2][CH2:3][C@H:4]([CH3:38])[O:5][C:6]1[CH:7]=[C:8]([C:23]2[NH:27][C:26]([C:28]3[O:29][C@@H:32]([C:33]([F:34])([F:35])[F:36])[CH2:31][N:30]=3)=[CH:25][CH:24]=2)[CH:9]=[C:10]([O:12][C:13]2[CH:18]=[CH:17][C:16]([S:19]([CH3:22])(=[O:20])=[O:21])=[CH:15][CH:14]=2)[CH:11]=1, predict the reactants needed to synthesize it. The reactants are: [CH3:1][O:2][CH2:3][C@H:4]([CH3:38])[O:5][C:6]1[CH:7]=[C:8]([C:23]2[NH:27][C:26]([C:28]([NH:30][CH2:31][C@H:32](O)[C:33]([F:36])([F:35])[F:34])=[O:29])=[CH:25][CH:24]=2)[CH:9]=[C:10]([O:12][C:13]2[CH:18]=[CH:17][C:16]([S:19]([CH3:22])(=[O:21])=[O:20])=[CH:15][CH:14]=2)[CH:11]=1.C(N(CC)CC)C.CS(O)(=O)=O.C(=O)([O-])O.[Na+]. (4) Given the product [Cl:26][C:10]1[N:11]=[N:12][C:13]([CH3:14])=[C:8]([C:5]2[CH:6]=[CH:7][C:2]([Cl:1])=[CH:3][CH:4]=2)[C:9]=1[C:16]1[C:21]([F:22])=[CH:20][C:19]([Cl:23])=[CH:18][N:17]=1, predict the reactants needed to synthesize it. The reactants are: [Cl:1][C:2]1[CH:7]=[CH:6][C:5]([C:8]2[C:13]([CH3:14])=[N:12][NH:11][C:10](=O)[C:9]=2[C:16]2[C:21]([F:22])=[CH:20][C:19]([Cl:23])=[CH:18][N:17]=2)=[CH:4][CH:3]=1.P(Cl)(Cl)([Cl:26])=O. (5) Given the product [NH2:1][C:2]1[C:11]([NH2:12])=[C:10]2[C:5]([C:6](=[O:25])[C:7]([C:18]3[CH:19]=[CH:20][C:21]([Cl:24])=[CH:22][CH:23]=3)=[C:8]([CH:15]([CH3:16])[CH3:17])[O:9]2)=[CH:4][CH:3]=1, predict the reactants needed to synthesize it. The reactants are: [NH2:1][C:2]1[C:11]([N+:12]([O-])=O)=[C:10]2[C:5]([C:6](=[O:25])[C:7]([C:18]3[CH:23]=[CH:22][C:21]([Cl:24])=[CH:20][CH:19]=3)=[C:8]([CH:15]([CH3:17])[CH3:16])[O:9]2)=[CH:4][CH:3]=1.Cl.